Dataset: Catalyst prediction with 721,799 reactions and 888 catalyst types from USPTO. Task: Predict which catalyst facilitates the given reaction. (1) Reactant: [Li+].[OH-].C[O:4][C:5](=[O:26])[CH2:6][CH2:7][C:8]1[N:9]=[C:10]([N:21]([CH:23]2[CH2:25][CH2:24]2)[CH3:22])[C:11]2[C:16]3[CH2:17][CH2:18][CH2:19][CH2:20][C:15]=3[S:14][C:12]=2[N:13]=1.Cl. Product: [CH:23]1([N:21]([CH3:22])[C:10]2[C:11]3[C:16]4[CH2:17][CH2:18][CH2:19][CH2:20][C:15]=4[S:14][C:12]=3[N:13]=[C:8]([CH2:7][CH2:6][C:5]([OH:26])=[O:4])[N:9]=2)[CH2:24][CH2:25]1. The catalyst class is: 90. (2) Reactant: [CH3:1][N:2]1[CH2:7][CH2:6][N:5]([C:8]2[CH:17]=[CH:16][C:15]([N+:18]([O-])=O)=[C:14]3[C:9]=2[CH:10]=[CH:11][CH:12]=[N:13]3)[CH2:4][CH2:3]1. Product: [CH3:1][N:2]1[CH2:7][CH2:6][N:5]([C:8]2[CH:17]=[CH:16][C:15]([NH2:18])=[C:14]3[C:9]=2[CH:10]=[CH:11][CH:12]=[N:13]3)[CH2:4][CH2:3]1. The catalyst class is: 29.